From a dataset of TCR-epitope binding with 47,182 pairs between 192 epitopes and 23,139 TCRs. Binary Classification. Given a T-cell receptor sequence (or CDR3 region) and an epitope sequence, predict whether binding occurs between them. Result: 0 (the TCR does not bind to the epitope). The TCR CDR3 sequence is CAIMSTSYTEAFF. The epitope is EIYKRWII.